From a dataset of Full USPTO retrosynthesis dataset with 1.9M reactions from patents (1976-2016). Predict the reactants needed to synthesize the given product. (1) Given the product [C:1]([C@H:5]1[CH2:10][CH2:9][C@H:8]([O:11][C:12]2[CH:21]=[CH:20][CH:19]=[C:18]3[C:13]=2[CH:14]=[CH:15][C:16]([CH2:22][N:23]2[CH2:24][CH2:25][CH:26]([C:29]([OH:31])=[O:30])[CH2:27][CH2:28]2)=[CH:17]3)[CH2:7][CH2:6]1)([CH3:4])([CH3:2])[CH3:3], predict the reactants needed to synthesize it. The reactants are: [C:1]([C@H:5]1[CH2:10][CH2:9][C@H:8]([O:11][C:12]2[CH:21]=[CH:20][CH:19]=[C:18]3[C:13]=2[CH:14]=[CH:15][C:16]([CH2:22][N:23]2[CH2:28][CH2:27][CH:26]([C:29]([O:31]CC)=[O:30])[CH2:25][CH2:24]2)=[CH:17]3)[CH2:7][CH2:6]1)([CH3:4])([CH3:3])[CH3:2].[OH-].[Na+]. (2) Given the product [CH2:42]([O:41][CH2:40][CH2:39][N:7]([C:8]1[S:9][C@H:10]2[O:16][C@H:15]([C@@H:17]([OH:18])[CH3:50])[C@@H:14]([O:19][CH2:20][C:21]3[CH:22]=[CH:23][C:24]([O:27][CH3:28])=[CH:25][CH:26]=3)[C@H:13]([O:29][CH2:30][C:31]3[CH:32]=[CH:33][C:34]([O:37][CH3:38])=[CH:35][CH:36]=3)[C@H:11]2[N:12]=1)[C:6](=[O:49])[O:5][C:1]([CH3:4])([CH3:2])[CH3:3])[C:43]1[CH:48]=[CH:47][CH:46]=[CH:45][CH:44]=1, predict the reactants needed to synthesize it. The reactants are: [C:1]([O:5][C:6](=[O:49])[N:7]([CH2:39][CH2:40][O:41][CH2:42][C:43]1[CH:48]=[CH:47][CH:46]=[CH:45][CH:44]=1)[C:8]1[S:9][C@H:10]2[O:16][C@H:15]([CH2:17][OH:18])[C@@H:14]([O:19][CH2:20][C:21]3[CH:26]=[CH:25][C:24]([O:27][CH3:28])=[CH:23][CH:22]=3)[C@H:13]([O:29][CH2:30][C:31]3[CH:36]=[CH:35][C:34]([O:37][CH3:38])=[CH:33][CH:32]=3)[C@H:11]2[N:12]=1)([CH3:4])([CH3:3])[CH3:2].[CH3:50]C1(C)N([O])C(C)(C)CCC1.C1C(=O)N(Br)C(=O)C1.C[Mg+].[Br-]. (3) Given the product [NH2:8][C:6]1[N:7]=[C:2]([C:27]2[CH:26]=[CH:25][C:22]([C:23]#[N:24])=[C:21]([F:20])[CH:28]=2)[CH:3]=[C:4]([NH:9][C:10]([CH3:19])([CH3:18])[CH2:11][C:12]2[CH:17]=[CH:16][CH:15]=[CH:14][CH:13]=2)[N:5]=1, predict the reactants needed to synthesize it. The reactants are: Cl[C:2]1[N:7]=[C:6]([NH2:8])[N:5]=[C:4]([NH:9][C:10]([CH3:19])([CH3:18])[CH2:11][C:12]2[CH:17]=[CH:16][CH:15]=[CH:14][CH:13]=2)[CH:3]=1.[F:20][C:21]1[CH:28]=[C:27](B2OC(C)(C)C(C)(C)O2)[CH:26]=[CH:25][C:22]=1[C:23]#[N:24].C([O-])([O-])=O.[Na+].[Na+].